Dataset: Full USPTO retrosynthesis dataset with 1.9M reactions from patents (1976-2016). Task: Predict the reactants needed to synthesize the given product. (1) The reactants are: CC(C)([O-])C.[K+].[CH:7]1([N:12]2[C:17]3[N:18]=[C:19](S(C)(=O)=O)[N:20]=[CH:21][C:16]=3[CH:15]=[C:14]([C:26]3[C:31]([Cl:32])=[CH:30][CH:29]=[CH:28][C:27]=3[Cl:33])[C:13]2=[O:34])[CH2:11][CH2:10][CH2:9][CH2:8]1.[N:35]1[S:36][N:37]=[C:38]2[CH:43]=[C:42]([NH2:44])[CH:41]=[CH:40][C:39]=12. Given the product [N:35]1[S:36][N:37]=[C:38]2[CH:43]=[C:42]([NH:44][C:19]3[N:20]=[CH:21][C:16]4[CH:15]=[C:14]([C:26]5[C:31]([Cl:32])=[CH:30][CH:29]=[CH:28][C:27]=5[Cl:33])[C:13](=[O:34])[N:12]([CH:7]5[CH2:11][CH2:10][CH2:9][CH2:8]5)[C:17]=4[N:18]=3)[CH:41]=[CH:40][C:39]=12, predict the reactants needed to synthesize it. (2) Given the product [F:1][C:2]1[CH:10]=[C:9]2[C:5]([C:6](/[CH:11]=[C:21](/[N+:18]([O-:20])=[O:19])\[CH3:22])=[CH:7][NH:8]2)=[CH:4][CH:3]=1, predict the reactants needed to synthesize it. The reactants are: [F:1][C:2]1[CH:10]=[C:9]2[C:5]([C:6]([CH:11]=O)=[CH:7][NH:8]2)=[CH:4][CH:3]=1.C([O-])(=O)C.[NH4+].[N+:18]([CH2:21][CH3:22])([O-:20])=[O:19].C(O)(=O)C. (3) The reactants are: C([NH:4][C:5]1[C:14]2[C:9](=[CH:10][CH:11]=[C:12](Cl)[CH:13]=2)[N:8]=[C:7]([NH:16][CH2:17][C:18]2[O:19][C:20]([CH3:23])=[CH:21][CH:22]=2)[CH:6]=1)C=C.[CH2:24]([NH2:31])[C:25]1[CH:30]=[CH:29][CH:28]=[CH:27][CH:26]=1. Given the product [CH2:24]([NH:31][C:12]1[CH:13]=[C:14]2[C:9](=[CH:10][CH:11]=1)[N:8]=[C:7]([NH:16][CH2:17][C:18]1[O:19][C:20]([CH3:23])=[CH:21][CH:22]=1)[CH:6]=[C:5]2[NH2:4])[C:25]1[CH:30]=[CH:29][CH:28]=[CH:27][CH:26]=1, predict the reactants needed to synthesize it. (4) Given the product [F:1][C:2]1[CH:3]=[CH:4][C:5]([CH2:8][C:9]2[CH:18]=[C:17]3[C:12]([C:13]([OH:39])=[C:14]([C:34]([NH:45][CH2:44][CH2:43][OH:42])=[O:35])[C:15](=[O:33])[N:16]3[CH2:19][CH2:20][N:21]([CH3:32])[C:22](=[O:23])[O:24][CH2:25][C:26]3[CH:31]=[CH:30][CH:29]=[CH:28][CH:27]=3)=[N:11][CH:10]=2)=[CH:6][CH:7]=1.[NH2:11][CH2:12][CH2:13][OH:39], predict the reactants needed to synthesize it. The reactants are: [F:1][C:2]1[CH:7]=[CH:6][C:5]([CH2:8][C:9]2[CH:18]=[C:17]3[C:12]([C:13]([OH:39])=[C:14]([C:34](OCC)=[O:35])[C:15](=[O:33])[N:16]3[CH2:19][CH2:20][N:21]([CH3:32])[C:22]([O:24][CH2:25][C:26]3[CH:31]=[CH:30][CH:29]=[CH:28][CH:27]=3)=[O:23])=[N:11][CH:10]=2)=[CH:4][CH:3]=1.C([O:42][CH2:43][CH2:44][NH2:45])C. (5) Given the product [CH2:1]([NH:5][C:6](=[O:17])[C@@H:7]([OH:16])[C@@H:8]([NH2:13])[CH2:9][CH2:10][CH2:11][CH3:12])[CH2:2][CH2:3][CH3:4], predict the reactants needed to synthesize it. The reactants are: [CH2:1]([NH:5][C:6](=[O:17])[C@@H:7]([OH:16])[C@@H:8]([N:13]=[N+]=[N-])[CH2:9][CH2:10][CH2:11][CH3:12])[CH2:2][CH2:3][CH3:4].